The task is: Predict the reactants needed to synthesize the given product.. This data is from Full USPTO retrosynthesis dataset with 1.9M reactions from patents (1976-2016). (1) Given the product [CH2:13]([N:7]1[C:8]([CH:10]([CH3:12])[CH3:11])=[CH:9][C:5]([C:3]([OH:4])=[O:2])=[C:6]1[CH:20]([CH3:22])[CH3:21])[C:14]1[CH:15]=[CH:16][CH:17]=[CH:18][CH:19]=1, predict the reactants needed to synthesize it. The reactants are: C[O:2][C:3]([C:5]1[CH:9]=[C:8]([CH:10]([CH3:12])[CH3:11])[N:7]([CH2:13][C:14]2[CH:19]=[CH:18][CH:17]=[CH:16][CH:15]=2)[C:6]=1[CH:20]([CH3:22])[CH3:21])=[O:4].[OH-].[Na+]. (2) Given the product [O:1]1[CH2:6][CH2:4][O:3][CH:2]1[C:7]1[CH:8]=[CH:9][C:10]([C:13]2[S:21][C:20]3[C:15](=[N:16][CH:17]=[CH:18][C:19]=3[Cl:22])[CH:14]=2)=[N:11][CH:12]=1, predict the reactants needed to synthesize it. The reactants are: [O:1]1[CH2:6]C[CH2:4][O:3][CH:2]1[C:7]1[CH:8]=[CH:9][C:10]([C:13]2[S:21][C:20]3[C:15](=[N:16][CH:17]=[CH:18][C:19]=3[Cl:22])[CH:14]=2)=[N:11][CH:12]=1.BrC1C=CC(C2OCCO2)=CN=1. (3) Given the product [Cl:28][CH2:29][C:30]1[CH:38]=[CH:37][C:33]([C:34]([NH:12][C:10]2[S:11][C:7]3[C:6]([N:13]([CH2:15][CH2:16][O:17][CH3:18])[CH3:14])=[CH:5][CH:4]=[C:3]([O:2][CH3:1])[C:8]=3[N:9]=2)=[O:35])=[CH:32][CH:31]=1, predict the reactants needed to synthesize it. The reactants are: [CH3:1][O:2][C:3]1[C:8]2[N:9]=[C:10]([NH2:12])[S:11][C:7]=2[C:6]([N:13]([CH2:15][CH2:16][O:17][CH3:18])[CH3:14])=[CH:5][CH:4]=1.C(N(C(C)C)C(C)C)C.[Cl:28][CH2:29][C:30]1[CH:38]=[CH:37][C:33]([C:34](Cl)=[O:35])=[CH:32][CH:31]=1. (4) Given the product [C:2]1([S:9][S:9][C:2]2[CH2:7][CH2:6][CH2:5][CH2:4][CH:3]=2)[CH2:7][CH2:6][CH2:5][CH2:4][CH:3]=1, predict the reactants needed to synthesize it. The reactants are: Cl[C:2]1[CH2:7][CH2:6][CH2:5][CH2:4][CH:3]=1.[Na+].[SH2:9]. (5) Given the product [Cl:1][C:2]1[CH:3]=[CH:4][C:5]2[N:6]([CH:8]=[C:9]([NH:11][C:12]([C:14]3[CH:19]=[CH:18][C:17]([C:20]([CH3:28])([CH3:27])[CH2:21][C:22]([OH:24])=[O:23])=[CH:16][CH:15]=3)=[O:13])[N:10]=2)[CH:7]=1, predict the reactants needed to synthesize it. The reactants are: [Cl:1][C:2]1[CH:3]=[CH:4][C:5]2[N:6]([CH:8]=[C:9]([NH:11][C:12]([C:14]3[CH:19]=[CH:18][C:17]([C:20]([CH3:28])([CH3:27])[CH2:21][C:22]([O:24]CC)=[O:23])=[CH:16][CH:15]=3)=[O:13])[N:10]=2)[CH:7]=1.CO.[OH-].[Li+].